Task: Predict the product of the given reaction.. Dataset: Forward reaction prediction with 1.9M reactions from USPTO patents (1976-2016) (1) Given the reactants [NH:1]1[CH2:6][CH2:5][CH2:4][CH2:3][CH2:2]1.Br[CH2:8][CH2:9][CH2:10][C:11]#[N:12], predict the reaction product. The product is: [N:1]1([CH2:8][CH2:9][CH2:10][C:11]#[N:12])[CH2:6][CH2:5][CH2:4][CH2:3][CH2:2]1. (2) The product is: [C:62]([O:61][C:59]([N:58]1[C:57]2[CH:66]=[CH:67][CH:68]=[CH:69][C:56]=2[N:55]=[C:54]1[C:52]1[CH:53]=[C:48]([N:78]2[CH2:79][CH2:80][C:75]3([O:74][CH2:73][CH2:72][O:71]3)[CH2:76][CH2:77]2)[CH:49]=[CH:50][C:51]=1[Cl:70])=[O:60])([CH3:65])([CH3:64])[CH3:63]. Given the reactants C1C=CC(P(C2C(C3C(P(C4C=CC=CC=4)C4C=CC=CC=4)=CC=C4C=3C=CC=C4)=C3C(C=CC=C3)=CC=2)C2C=CC=CC=2)=CC=1.Br[C:48]1[CH:49]=[CH:50][C:51]([Cl:70])=[C:52]([C:54]2[N:58]([C:59]([O:61][C:62]([CH3:65])([CH3:64])[CH3:63])=[O:60])[C:57]3[CH:66]=[CH:67][CH:68]=[CH:69][C:56]=3[N:55]=2)[CH:53]=1.[O:71]1[C:75]2([CH2:80][CH2:79][NH:78][CH2:77][CH2:76]2)[O:74][CH2:73][CH2:72]1.C([O-])([O-])=O.[Cs+].[Cs+], predict the reaction product. (3) Given the reactants [CH3:1][C:2]([O:5][C:6]([NH:8][CH:9]1[CH2:14][CH2:13][N:12]([CH2:15][CH:16]([C:21]2[C:30]3[C:25](=[CH:26][CH:27]=[C:28]([O:31][CH3:32])[N:29]=3)[N:24]=[CH:23][C:22]=2[F:33])[C:17](OC)=[O:18])[CH2:11][CH2:10]1)=[O:7])([CH3:4])[CH3:3].[H-].[Al+3].[Li+].[H-].[H-].[H-].O.[OH-].[Na+], predict the reaction product. The product is: [F:33][C:22]1[CH:23]=[N:24][C:25]2[C:30]([C:21]=1[CH:16]([CH2:17][OH:18])[CH2:15][N:12]1[CH2:11][CH2:10][CH:9]([NH:8][C:6](=[O:7])[O:5][C:2]([CH3:3])([CH3:4])[CH3:1])[CH2:14][CH2:13]1)=[N:29][C:28]([O:31][CH3:32])=[CH:27][CH:26]=2.